From a dataset of Peptide-MHC class I binding affinity with 185,985 pairs from IEDB/IMGT. Regression. Given a peptide amino acid sequence and an MHC pseudo amino acid sequence, predict their binding affinity value. This is MHC class I binding data. The peptide sequence is YYRYNLPTM. The MHC is HLA-A23:01 with pseudo-sequence HLA-A23:01. The binding affinity (normalized) is 0.640.